From a dataset of Full USPTO retrosynthesis dataset with 1.9M reactions from patents (1976-2016). Predict the reactants needed to synthesize the given product. (1) Given the product [F:23][C:24]1[C:32]([O:33][C:2]2[C:11]3[C:6](=[CH:7][C:8]([O:14][CH2:15][CH2:16][CH2:17][N:18]4[CH2:22][CH2:21][CH2:20][CH2:19]4)=[C:9]([O:12][CH3:13])[CH:10]=3)[N:5]=[N:4][CH:3]=2)=[CH:31][CH:30]=[C:29]2[C:25]=1[CH:26]=[C:27]([CH3:34])[NH:28]2, predict the reactants needed to synthesize it. The reactants are: Cl[C:2]1[C:11]2[C:6](=[CH:7][C:8]([O:14][CH2:15][CH2:16][CH2:17][N:18]3[CH2:22][CH2:21][CH2:20][CH2:19]3)=[C:9]([O:12][CH3:13])[CH:10]=2)[N:5]=[N:4][CH:3]=1.[F:23][C:24]1[C:32]([OH:33])=[CH:31][CH:30]=[C:29]2[C:25]=1[CH:26]=[C:27]([CH3:34])[NH:28]2.C(=O)([O-])[O-].[Cs+].[Cs+]. (2) Given the product [CH2:1]([O:8][C:9]1[C:14](=[O:15])[CH:47]=[C:53]([CH2:51][OH:52])[N:39]2[CH:31]([C:32]([O:34][C:35]([CH3:37])([CH3:38])[CH3:36])=[O:33])[CH2:30][N:26]([CH:27]([CH3:28])[CH3:29])[C:24](=[O:25])[C:10]=12)[C:2]1[CH:3]=[CH:4][CH:5]=[CH:6][CH:7]=1, predict the reactants needed to synthesize it. The reactants are: [CH2:1]([O:8][C:9]1[C:14](=[O:15])C=C(COC2CCCCO2)O[C:10]=1[C:24]([N:26]([CH2:30][CH:31]([NH:39]C(OC(C)(C)C)=O)[C:32]([O:34][C:35]([CH3:38])([CH3:37])[CH3:36])=[O:33])[CH:27]([CH3:29])[CH3:28])=[O:25])[C:2]1[CH:7]=[CH:6][CH:5]=[CH:4][CH:3]=1.[CH3:47]C#N.O.[C:51](O)([C:53](F)(F)F)=[O:52].C([O-])(O)=O.[Na+]. (3) Given the product [N:26]1([CH2:7][CH2:6][CH2:5][CH2:4][CH2:3][CH2:2][NH:1][C:10]2[C:19]3[C:14](=[CH:15][CH:16]=[CH:17][CH:18]=3)[N:13]=[CH:12][CH:11]=2)[CH2:31][CH2:30][CH2:29][CH2:28][CH2:27]1, predict the reactants needed to synthesize it. The reactants are: [NH2:1][CH2:2][CH2:3][CH2:4][CH2:5][CH2:6][CH2:7]O.Cl[C:10]1[C:19]2[C:14](=[CH:15][CH:16]=[CH:17][CH:18]=2)[N:13]=[CH:12][CH:11]=1.[I-].[K+].S(Cl)(Cl)=O.[NH:26]1[CH2:31][CH2:30][CH2:29][CH2:28][CH2:27]1.C(=O)([O-])[O-].[K+].[K+].